This data is from Forward reaction prediction with 1.9M reactions from USPTO patents (1976-2016). The task is: Predict the product of the given reaction. Given the reactants Cl[C:2]1[CH:3]=[CH:4][C:5]([N+:10]([O-])=O)=[C:6]([CH:9]=1)[CH:7]=[O:8].[F:13][C:14]([F:25])([F:24])[C:15]1[CH:20]=[CH:19][C:18](B(O)O)=[CH:17][CH:16]=1.C(=O)([O-])[O-].[K+].[K+].O1CCOCC1, predict the reaction product. The product is: [NH2:10][C:5]1[CH:4]=[CH:3][C:2]([C:18]2[CH:19]=[CH:20][C:15]([C:14]([F:25])([F:24])[F:13])=[CH:16][CH:17]=2)=[CH:9][C:6]=1[CH:7]=[O:8].